Dataset: Full USPTO retrosynthesis dataset with 1.9M reactions from patents (1976-2016). Task: Predict the reactants needed to synthesize the given product. The reactants are: [CH3:1][C:2]([Si:5]([CH3:21])([CH3:20])[O:6][C@@H:7]([C@@H:16]([CH3:19])[CH:17]=[O:18])[C@@H:8]([CH3:15])[C:9]([N:11]([O:13][CH3:14])[CH3:12])=[O:10])([CH3:4])[CH3:3].[CH3:22][Mg]Br. Given the product [CH3:1][C:2]([Si:5]([CH3:20])([CH3:21])[O:6][C@@H:7]([C@@H:16]([CH3:19])[CH:17]([OH:18])[CH3:22])[C@@H:8]([CH3:15])[C:9]([N:11]([O:13][CH3:14])[CH3:12])=[O:10])([CH3:3])[CH3:4], predict the reactants needed to synthesize it.